From a dataset of Forward reaction prediction with 1.9M reactions from USPTO patents (1976-2016). Predict the product of the given reaction. (1) The product is: [CH:30]([NH:33][C:21]([C:20]1[C:15]([NH:14][C:13]([C:12]2[N:8]([C:3]3[C:2]([Cl:1])=[CH:7][CH:6]=[CH:5][N:4]=3)[N:9]=[C:10]([O:28][CH3:29])[CH:11]=2)=[O:22])=[C:16]([CH3:27])[CH:17]=[C:18]2[C:19]=1[NH:24][N:25]=[CH:26]2)=[O:23])([CH3:32])[CH3:31]. Given the reactants [Cl:1][C:2]1[C:3]([N:8]2[C:12]([C:13]3[O:22][C:21](=[O:23])[C:20]4[C:15](=[C:16]([CH3:27])[CH:17]=[C:18]5[CH:26]=[N:25][NH:24][C:19]5=4)[N:14]=3)=[CH:11][C:10]([O:28][CH3:29])=[N:9]2)=[N:4][CH:5]=[CH:6][CH:7]=1.[CH:30]([NH2:33])([CH3:32])[CH3:31], predict the reaction product. (2) The product is: [CH2:1]([C:8]1[CH:9]=[N:10][C:11]2[C:16]([C:17]=1[C:18]1[CH:19]=[C:20]([NH:24][CH2:35][C:33]3[S:34][C:30]([CH3:29])=[CH:31][CH:32]=3)[CH:21]=[CH:22][CH:23]=1)=[CH:15][CH:14]=[CH:13][C:12]=2[C:25]([F:28])([F:26])[F:27])[C:2]1[CH:3]=[CH:4][CH:5]=[CH:6][CH:7]=1. Given the reactants [CH2:1]([C:8]1[CH:9]=[N:10][C:11]2[C:16]([C:17]=1[C:18]1[CH:19]=[C:20]([NH2:24])[CH:21]=[CH:22][CH:23]=1)=[CH:15][CH:14]=[CH:13][C:12]=2[C:25]([F:28])([F:27])[F:26])[C:2]1[CH:7]=[CH:6][CH:5]=[CH:4][CH:3]=1.[CH3:29][C:30]1[S:34][C:33]([CH:35]=O)=[CH:32][CH:31]=1, predict the reaction product. (3) Given the reactants [F:1][CH:2]([F:26])[O:3][C:4]1[CH:5]=[C:6]2[C:10](=[CH:11][CH:12]=1)[N:9]([CH3:13])[N:8]=[C:7]2[C:14]1[N:15]=[C:16]2[C:22]([C:23](O)=[O:24])=[CH:21][NH:20][C:17]2=[N:18][CH:19]=1.[NH2:27][C@@H:28]1[CH2:33][CH2:32][C@H:31]([NH:34][C:35](=[O:41])[O:36][C:37]([CH3:40])([CH3:39])[CH3:38])[CH2:30][CH2:29]1.CN(C(ON1N=NC2C=CC=NC1=2)=[N+](C)C)C.F[P-](F)(F)(F)(F)F, predict the reaction product. The product is: [F:1][CH:2]([F:26])[O:3][C:4]1[CH:5]=[C:6]2[C:10](=[CH:11][CH:12]=1)[N:9]([CH3:13])[N:8]=[C:7]2[C:14]1[N:15]=[C:16]2[C:22]([C:23]([NH:27][C@@H:28]3[CH2:33][CH2:32][C@H:31]([NH:34][C:35](=[O:41])[O:36][C:37]([CH3:39])([CH3:38])[CH3:40])[CH2:30][CH2:29]3)=[O:24])=[CH:21][NH:20][C:17]2=[N:18][CH:19]=1. (4) Given the reactants [CH3:1][N:2]1[C:6]([C:7](=[O:24])[NH:8][C:9]2[CH:14]=[CH:13][N:12]3[N:15]=[C:16]([C:18]4[CH:23]=[CH:22][CH:21]=[CH:20][CH:19]=4)[N:17]=[C:11]3[CH:10]=2)=[C:5]([C:25](O)=[O:26])[CH:4]=[N:3]1.[NH:28]1[CH2:33][CH2:32][O:31][CH2:30][CH2:29]1.CCCP(=O)=O, predict the reaction product. The product is: [CH3:1][N:2]1[C:6]([C:7]([NH:8][C:9]2[CH:14]=[CH:13][N:12]3[N:15]=[C:16]([C:18]4[CH:23]=[CH:22][CH:21]=[CH:20][CH:19]=4)[N:17]=[C:11]3[CH:10]=2)=[O:24])=[C:5]([C:25]([N:28]2[CH2:33][CH2:32][O:31][CH2:30][CH2:29]2)=[O:26])[CH:4]=[N:3]1. (5) Given the reactants [F:1][C:2]1[CH:7]=[C:6]([F:8])[CH:5]=[CH:4][C:3]=1[N:9]1[CH:13]=[N:12][CH:11]=[N:10]1.C([Li])CCC.[Cl:19]C(Cl)(Cl)C(Cl)(Cl)Cl, predict the reaction product. The product is: [Cl:19][C:13]1[N:9]([C:3]2[CH:4]=[CH:5][C:6]([F:8])=[CH:7][C:2]=2[F:1])[N:10]=[CH:11][N:12]=1. (6) Given the reactants [CH3:1]C([O-])(C)C.[K+].O=[C:8]1[CH2:11][N:10]([C:12]([O:14][C:15]([CH3:18])([CH3:17])[CH3:16])=[O:13])[CH2:9]1, predict the reaction product. The product is: [CH2:1]=[C:8]1[CH2:11][N:10]([C:12]([O:14][C:15]([CH3:18])([CH3:17])[CH3:16])=[O:13])[CH2:9]1. (7) Given the reactants [F:1][C:2]([F:49])([F:48])[C:3]1[CH:4]=[C:5]([CH:41]=[C:42]([C:44]([F:47])([F:46])[F:45])[CH:43]=1)[CH2:6][N:7]([CH2:25][C:26]1[N:27]([CH2:37][CH2:38][O:39][CH3:40])[C:28](=[O:36])[C:29]2[C:34]([CH:35]=1)=[CH:33][CH:32]=[CH:31][CH:30]=2)[C:8]1[N:13]=[CH:12][C:11]([N:14]2[CH2:19][CH2:18][CH:17]([C:20]([O:22]CC)=[O:21])[CH2:16][CH2:15]2)=[CH:10][N:9]=1.[OH-].[Na+].O.Cl, predict the reaction product. The product is: [F:49][C:2]([F:1])([F:48])[C:3]1[CH:4]=[C:5]([CH:41]=[C:42]([C:44]([F:46])([F:47])[F:45])[CH:43]=1)[CH2:6][N:7]([CH2:25][C:26]1[N:27]([CH2:37][CH2:38][O:39][CH3:40])[C:28](=[O:36])[C:29]2[C:34]([CH:35]=1)=[CH:33][CH:32]=[CH:31][CH:30]=2)[C:8]1[N:13]=[CH:12][C:11]([N:14]2[CH2:19][CH2:18][CH:17]([C:20]([OH:22])=[O:21])[CH2:16][CH2:15]2)=[CH:10][N:9]=1. (8) The product is: [NH2:1][S:2]([C:5]1[CH:6]=[C:7]([NH:11][C:12]2[N:20]=[C:19]3[C:15]([N:16]=[CH:17][NH:18]3)=[C:14]([C:21]3[CH:22]=[C:23]([C:26]([NH:30][CH3:29])=[O:27])[NH:24][CH:25]=3)[N:13]=2)[CH:8]=[CH:9][CH:10]=1)(=[O:3])=[O:4]. Given the reactants [NH2:1][S:2]([C:5]1[CH:6]=[C:7]([NH:11][C:12]2[N:20]=[C:19]3[C:15]([N:16]=[CH:17][NH:18]3)=[C:14]([C:21]3[CH:22]=[C:23]([C:26](O)=[O:27])[NH:24][CH:25]=3)[N:13]=2)[CH:8]=[CH:9][CH:10]=1)(=[O:4])=[O:3].[CH3:29][N:30](C(ON1N=NC2C=CC=CC1=2)=[N+](C)C)C.F[P-](F)(F)(F)(F)F.CN.C1COCC1, predict the reaction product. (9) Given the reactants [Cl:1][C:2]1[CH:3]=[N:4][C:5]2[C:10]([CH:11]=1)=[CH:9][C:8]([CH2:12][C:13]1[CH:14]=[C:15]([CH:19]=[CH:20][N:21]=1)[C:16]([OH:18])=O)=[CH:7][C:6]=2[Cl:22].[NH2:23][CH2:24][C:25]1[C:26]([CH3:33])=[CH:27][C:28]([NH2:32])=[N:29][C:30]=1[CH3:31].CN(C(ON1N=NC2C=CC=NC1=2)=[N+](C)C)C.F[P-](F)(F)(F)(F)F.CCN(CC)CC, predict the reaction product. The product is: [NH2:32][C:28]1[N:29]=[C:30]([CH3:31])[C:25]([CH2:24][NH:23][C:16](=[O:18])[C:15]2[CH:19]=[CH:20][N:21]=[C:13]([CH2:12][C:8]3[CH:9]=[C:10]4[C:5](=[C:6]([Cl:22])[CH:7]=3)[N:4]=[CH:3][C:2]([Cl:1])=[CH:11]4)[CH:14]=2)=[C:26]([CH3:33])[CH:27]=1.